This data is from Forward reaction prediction with 1.9M reactions from USPTO patents (1976-2016). The task is: Predict the product of the given reaction. (1) Given the reactants C([O:5][C:6](=[O:18])[CH2:7][C:8]1([C:14]([O:16][CH3:17])=[O:15])[CH2:13][CH2:12][O:11][CH2:10][CH2:9]1)(C)(C)C.FC(F)(F)C(O)=O, predict the reaction product. The product is: [CH3:17][O:16][C:14]([C:8]1([CH2:7][C:6]([OH:18])=[O:5])[CH2:9][CH2:10][O:11][CH2:12][CH2:13]1)=[O:15]. (2) Given the reactants C(Cl)(=O)C(C)(C)C.[C:8]([O:11][CH2:12][C:13]([CH3:43])([CH3:42])[CH2:14][N:15]1[C:21]2[CH:22]=[CH:23][C:24]([Cl:26])=[CH:25][C:20]=2[C@@H:19]([C:27]2[CH:32]=[CH:31][CH:30]=[C:29]([O:33][CH3:34])[C:28]=2[O:35][CH3:36])[O:18][C@H:17]([CH2:37][C:38](O)=[O:39])[C:16]1=[O:41])(=[O:10])[CH3:9].C(N(CC)CC)C.[NH:51]([C:53](=[O:61])[CH2:54][CH2:55][C:56]([O:58][CH2:59][CH3:60])=[O:57])[NH2:52], predict the reaction product. The product is: [C:8]([O:11][CH2:12][C:13]([CH3:43])([CH3:42])[CH2:14][N:15]1[C:21]2[CH:22]=[CH:23][C:24]([Cl:26])=[CH:25][C:20]=2[C@@H:19]([C:27]2[CH:32]=[CH:31][CH:30]=[C:29]([O:33][CH3:34])[C:28]=2[O:35][CH3:36])[O:18][C@H:17]([CH2:37][C:38]([NH:52][NH:51][C:53](=[O:61])[CH2:54][CH2:55][C:56]([O:58][CH2:59][CH3:60])=[O:57])=[O:39])[C:16]1=[O:41])(=[O:10])[CH3:9]. (3) Given the reactants I[C:2]1[C:3]([C:7]2[CH:12]=[CH:11][CH:10]=[C:9]([N+:13]([O-:15])=[O:14])[CH:8]=2)=[N:4][NH:5][CH:6]=1.C(N(CC)CC)C.[CH3:23][Si:24]([C:27]#[CH:28])([CH3:26])[CH3:25], predict the reaction product. The product is: [N+:13]([C:9]1[CH:8]=[C:7]([C:3]2[C:2]([C:28]#[C:27][Si:24]([CH3:26])([CH3:25])[CH3:23])=[CH:6][NH:5][N:4]=2)[CH:12]=[CH:11][CH:10]=1)([O-:15])=[O:14]. (4) Given the reactants [CH2:1]([S:8]([NH:11][C:12]([CH:14]1[CH2:17][N:16]([C:18]2[C:28]([C:29]#[N:30])=[CH:27][C:21]([C:22]([O:24][CH2:25][CH3:26])=[O:23])=[C:20]([CH2:31]Cl)[N:19]=2)[CH2:15]1)=[O:13])(=[O:10])=[O:9])[C:2]1[CH:7]=[CH:6][CH:5]=[CH:4][CH:3]=1.[I-].[Na+].CC1C=C[C:39]([S:42]([O-:44])=[O:43])=CC=1.[Na+], predict the reaction product. The product is: [CH2:1]([S:8]([NH:11][C:12]([CH:14]1[CH2:17][N:16]([C:18]2[C:28]([C:29]#[N:30])=[CH:27][C:21]([C:22]([O:24][CH2:25][CH3:26])=[O:23])=[C:20]([CH2:31][S:42]([CH3:39])(=[O:44])=[O:43])[N:19]=2)[CH2:15]1)=[O:13])(=[O:10])=[O:9])[C:2]1[CH:7]=[CH:6][CH:5]=[CH:4][CH:3]=1. (5) Given the reactants C(C1N=C(N2CC[C@H](O)C2)C2C(=NN(CC3C(C)=NON=3)N=2)N=1)(C)(C)C.[C:27]([C:31]1[N:32]=[C:33]([N:40]2[CH2:44][CH2:43][C@H:42]([O:45]C(=O)C(F)(F)F)[CH2:41]2)[C:34]2[N:39]=[N:38][NH:37][C:35]=2[N:36]=1)([CH3:30])([CH3:29])[CH3:28].Br.Br[CH2:54][C:55]1[C:60]([Cl:61])=[C:59]([Cl:62])[CH:58]=[CH:57][N:56]=1, predict the reaction product. The product is: [C:27]([C:31]1[N:32]=[C:33]([N:40]2[CH2:44][CH2:43][C@H:42]([OH:45])[CH2:41]2)[C:34]2[C:35](=[N:37][N:38]([CH2:54][C:55]3[C:60]([Cl:61])=[C:59]([Cl:62])[CH:58]=[CH:57][N:56]=3)[N:39]=2)[N:36]=1)([CH3:29])([CH3:30])[CH3:28]. (6) Given the reactants [C:1]1([NH2:8])[CH:6]=[CH:5][CH:4]=[CH:3][C:2]=1[NH2:7].NC1C(C(O)=[O:16])=NNC=1.C(Cl)CCl.C1C=[CH:24][C:25]2[N:30]([OH:31])[N:29]=[N:28][C:26]=2[CH:27]=1, predict the reaction product. The product is: [N+:30]([C:25]1[C:26]([C:27]2[NH:8][C:1]3[CH:6]=[CH:5][CH:4]=[CH:3][C:2]=3[N:7]=2)=[N:28][NH:29][CH:24]=1)([O-:31])=[O:16]. (7) Given the reactants [F:1][C:2]([F:20])([F:19])[C@@H:3]([O:17][CH3:18])[CH2:4][N:5]1[CH2:11][CH2:10][C:9]2[CH:12]=[C:13]([NH2:16])[CH:14]=[CH:15][C:8]=2[CH2:7][CH2:6]1.Cl[C:22]1[N:27]=[C:26]([NH:28][C@@H:29]2[CH2:34][CH2:33][CH2:32][CH2:31][C@H:30]2[NH:35][S:36]([CH3:39])(=[O:38])=[O:37])[C:25]([Cl:40])=[CH:24][N:23]=1, predict the reaction product. The product is: [Cl:40][C:25]1[C:26]([NH:28][C@@H:29]2[CH2:34][CH2:33][CH2:32][CH2:31][C@H:30]2[NH:35][S:36]([CH3:39])(=[O:38])=[O:37])=[N:27][C:22]([NH:16][C:13]2[CH:14]=[CH:15][C:8]3[CH2:7][CH2:6][N:5]([CH2:4][C@H:3]([O:17][CH3:18])[C:2]([F:1])([F:19])[F:20])[CH2:11][CH2:10][C:9]=3[CH:12]=2)=[N:23][CH:24]=1.